This data is from Reaction yield outcomes from USPTO patents with 853,638 reactions. The task is: Predict the reaction yield, written as a fraction of the theoretical maximum amount of product (1.0 means a 100% yield; for example, 0.34 means a 34% yield). (1) The reactants are [CH3:1][C:2]([CH3:13])([CH3:12])[C:3]([NH:5][C:6]1[CH:11]=[CH:10][CH:9]=[CH:8][N:7]=1)=[O:4].C([Li])CCC.CCCCCC.Cl.[C:26](=O)([O-])[O-:27].[K+].[K+]. The catalyst is O1CCCC1.CN(C)C=O. The product is [CH:26]([C:11]1[C:6]([NH:5][C:3](=[O:4])[C:2]([CH3:13])([CH3:12])[CH3:1])=[N:7][CH:8]=[CH:9][CH:10]=1)=[O:27]. The yield is 0.500. (2) The reactants are [F:1][C:2]1[CH:7]=[CH:6][CH:5]=[C:4]([F:8])[C:3]=1[N:9]1[C:14]2[N:15]=[C:16]([N:29]3[CH2:34][CH2:33][CH:32]([N:35]4[CH2:40][CH2:39][CH:38]([CH3:41])[CH2:37][CH2:36]4)[CH2:31][CH2:30]3)[N:17]=[C:18]([C:19]3[CH:20]=[C:21]([CH:25]=[CH:26][C:27]=3[CH3:28])[C:22](O)=[O:23])[C:13]=2[CH:12]=[CH:11][C:10]1=[O:42].CN(C(ON1N=[N:58][C:53]2[CH:54]=[CH:55][CH:56]=CC1=2)=[N+](C)C)C.F[P-](F)(F)(F)(F)F.C(N(CC)CC)C.C1(N)CCC1. The catalyst is CN(C=O)C. The product is [CH:53]1([NH:58][C:22](=[O:23])[C:21]2[CH:25]=[CH:26][C:27]([CH3:28])=[C:19]([C:18]3[C:13]4[CH:12]=[CH:11][C:10](=[O:42])[N:9]([C:3]5[C:2]([F:1])=[CH:7][CH:6]=[CH:5][C:4]=5[F:8])[C:14]=4[N:15]=[C:16]([N:29]4[CH2:34][CH2:33][CH:32]([N:35]5[CH2:40][CH2:39][CH:38]([CH3:41])[CH2:37][CH2:36]5)[CH2:31][CH2:30]4)[N:17]=3)[CH:20]=2)[CH2:54][CH2:55][CH2:56]1. The yield is 0.720. (3) The reactants are C([O:3][C:4](=O)[C:5]1[CH:10]=[CH:9][CH:8]=[CH:7][C:6]=1[O:11][CH:12]([CH:19]1[O:24][CH2:23][C:22](=O)[NH:21][CH2:20]1)[C:13]1[CH:18]=[CH:17][CH:16]=[CH:15][CH:14]=1)C.[OH-].[Na+]. The catalyst is C1(C)C=CC=CC=1. The product is [NH:21]1[CH2:22][CH2:23][O:24][CH:19]([CH:12]([C:13]2[CH:18]=[CH:17][CH:16]=[CH:15][CH:14]=2)[O:11][C:6]2[CH:7]=[CH:8][CH:9]=[CH:10][C:5]=2[CH2:4][OH:3])[CH2:20]1. The yield is 0.510. (4) The reactants are [CH3:1][O:2][C:3]1[CH:8]=[CH:7][C:6]([C:9]2[S:13][C:12]([NH2:14])=[N:11][CH:10]=2)=[CH:5][CH:4]=1.[N:15]1([C:20](N2C=CN=C2)=[S:21])[CH:19]=[CH:18][N:17]=[CH:16]1. The catalyst is C(#N)C.O1CCCC1. The product is [CH3:1][O:2][C:3]1[CH:4]=[CH:5][C:6]([C:9]2[S:13][C:12]([NH:14][C:20]([N:15]3[CH:19]=[CH:18][N:17]=[CH:16]3)=[S:21])=[N:11][CH:10]=2)=[CH:7][CH:8]=1. The yield is 0.359. (5) The reactants are CO[C:3](=[O:29])[C:4]1[CH:9]=[CH:8][C:7]([CH3:10])=[C:6]([N:11]2[C:16](=[O:17])[C:15]([Cl:18])=[C:14]([O:19][CH2:20][C:21]3[CH:26]=[CH:25][CH:24]=[C:23]([F:27])[N:22]=3)[N:13]=[C:12]2[CH3:28])[CH:5]=1.[OH-].[Na+].[C:32](N1C=CN=C1)(N1C=CN=C1)=O.Cl.[CH3:45][N:46](C)[OH:47].C(N(CC)CC)C. The catalyst is O1CCCC1. The product is [Cl:18][C:15]1[C:16](=[O:17])[N:11]([C:6]2[CH:5]=[C:4]([CH:9]=[CH:8][C:7]=2[CH3:10])[C:3]([N:46]([O:47][CH3:32])[CH3:45])=[O:29])[C:12]([CH3:28])=[N:13][C:14]=1[O:19][CH2:20][C:21]1[CH:26]=[CH:25][CH:24]=[C:23]([F:27])[N:22]=1. The yield is 0.440.